Task: Regression. Given two drug SMILES strings and cell line genomic features, predict the synergy score measuring deviation from expected non-interaction effect.. Dataset: Merck oncology drug combination screen with 23,052 pairs across 39 cell lines Drug 1: CCN(CC)CCNC(=O)c1c(C)[nH]c(C=C2C(=O)Nc3ccc(F)cc32)c1C. Drug 2: CC(C)CC(NC(=O)C(Cc1ccccc1)NC(=O)c1cnccn1)B(O)O. Cell line: SW620. Synergy scores: synergy=-5.07.